This data is from Catalyst prediction with 721,799 reactions and 888 catalyst types from USPTO. The task is: Predict which catalyst facilitates the given reaction. (1) Reactant: C(NC(C)C)(C)C.C([Li])CCC.[C:13]1(=[O:26])[C:21]2[CH:20]3[CH2:22][CH2:23][CH2:24][CH2:25][CH:19]3[O:18][C:17]=2[CH2:16][CH2:15][CH2:14]1.[C:27](=O)([O:30]C)[O:28][CH3:29]. Product: [O:26]=[C:13]1[C:21]2[CH:20]3[CH2:22][CH2:23][CH2:24][CH2:25][CH:19]3[O:18][C:17]=2[CH2:16][CH2:15][CH:14]1[C:27]([O:28][CH3:29])=[O:30]. The catalyst class is: 7. (2) Reactant: [CH3:1][C:2]1([CH3:14])[C:6]([CH3:8])([CH3:7])[O:5][B:4]([C:9]2[CH:10]=[N:11][NH:12][CH:13]=2)[O:3]1.[CH3:15][N:16]([CH2:18][CH2:19]Cl)[CH3:17].C(=O)([O-])[O-].[K+].[K+].C(OCC)(=O)C. Product: [CH3:15][N:16]([CH3:17])[CH2:18][CH2:19][N:12]1[CH:13]=[C:9]([B:4]2[O:5][C:6]([CH3:7])([CH3:8])[C:2]([CH3:14])([CH3:1])[O:3]2)[CH:10]=[N:11]1. The catalyst class is: 391. (3) Reactant: [CH3:1][C@@:2]([C:11](O)=[O:12])([CH2:4][C:5]1[CH:10]=[CH:9][CH:8]=[CH:7][CH:6]=1)[NH2:3].[BH4-].[Na+].II. Product: [NH2:3][C:2]([CH3:1])([CH2:4][C:5]1[CH:10]=[CH:9][CH:8]=[CH:7][CH:6]=1)[CH2:11][OH:12]. The catalyst class is: 1. (4) Reactant: Br[C:2]1[C:7]2[S:8][C:9]([C:11]3[C:18]([Cl:19])=[CH:17][C:14]([C:15]#[N:16])=[CH:13][C:12]=3[Cl:20])=[N:10][C:6]=2[CH:5]=[CH:4][N:3]=1.[NH2:21][C:22]1[CH:23]=[C:24]([CH:27]=[CH:28][N:29]=1)[C:25]#[N:26].CC1(C)C2C(=C(P(C3C=CC=CC=3)C3C=CC=CC=3)C=CC=2)OC2C(P(C3C=CC=CC=3)C3C=CC=CC=3)=CC=CC1=2.C(=O)([O-])[O-].[Cs+].[Cs+]. Product: [Cl:20][C:12]1[CH:13]=[C:14]([C:15]#[N:16])[CH:17]=[C:18]([Cl:19])[C:11]=1[C:9]1[S:8][C:7]2[C:2]([NH:21][C:22]3[CH:23]=[C:24]([CH:27]=[CH:28][N:29]=3)[C:25]#[N:26])=[N:3][CH:4]=[CH:5][C:6]=2[N:10]=1. The catalyst class is: 62. (5) Reactant: [F:1][C:2]([F:10])([F:9])[CH:3]([OH:8])[C:4]([F:7])([F:6])[F:5].Cl[C:12](Cl)([O:14]C(=O)OC(Cl)(Cl)Cl)Cl.C(N(CC)C(C)C)(C)C.[Cl:32][C:33]1[CH:38]=[CH:37][C:36]([CH:39]([C:47]2[CH:52]=[CH:51][C:50]([Cl:53])=[CH:49][CH:48]=2)[N:40]2[CH2:45][CH2:44][NH:43][CH2:42][CH:41]2[CH3:46])=[CH:35][CH:34]=1. Product: [Cl:53][C:50]1[CH:49]=[CH:48][C:47]([CH:39]([C:36]2[CH:35]=[CH:34][C:33]([Cl:32])=[CH:38][CH:37]=2)[N:40]2[CH2:45][CH2:44][N:43]([C:12]([O:8][CH:3]([C:4]([F:7])([F:6])[F:5])[C:2]([F:10])([F:9])[F:1])=[O:14])[CH2:42][CH:41]2[CH3:46])=[CH:52][CH:51]=1. The catalyst class is: 192. (6) Reactant: [H-].[Na+].[O:3]=[C:4]1[CH2:8][C:7]2([CH2:13][CH2:12][N:11]([C:14]([O:16][C:17]([CH3:20])([CH3:19])[CH3:18])=[O:15])[CH2:10][CH2:9]2)[CH2:6][NH:5]1.Br[CH2:22][C:23]1[CH:32]=[CH:31][C:26]([C:27]([O:29][CH3:30])=[O:28])=[CH:25][CH:24]=1.Cl. The catalyst class is: 9. Product: [CH3:30][O:29][C:27]([C:26]1[CH:31]=[CH:32][C:23]([CH2:22][N:5]2[C:4](=[O:3])[CH2:8][C:7]3([CH2:13][CH2:12][N:11]([C:14]([O:16][C:17]([CH3:20])([CH3:19])[CH3:18])=[O:15])[CH2:10][CH2:9]3)[CH2:6]2)=[CH:24][CH:25]=1)=[O:28].